This data is from Full USPTO retrosynthesis dataset with 1.9M reactions from patents (1976-2016). The task is: Predict the reactants needed to synthesize the given product. (1) Given the product [O:1]=[C:2]1[CH2:7][CH2:6][CH2:5][CH2:4][CH:3]1[N:8]1[CH2:9][CH2:10][C:11]2([N:15]([C:16]3[CH:21]=[CH:20][CH:19]=[CH:18][CH:17]=3)[CH2:14][NH:13][C:12]2=[O:22])[CH2:23][CH2:24]1, predict the reactants needed to synthesize it. The reactants are: [OH:1][CH:2]1[CH2:7][CH2:6][CH2:5][CH2:4][CH:3]1[N:8]1[CH2:24][CH2:23][C:11]2([N:15]([C:16]3[CH:21]=[CH:20][CH:19]=[CH:18][CH:17]=3)[CH2:14][NH:13][C:12]2=[O:22])[CH2:10][CH2:9]1.CC(C)CCN1C2(CCN(C3CCCCC3=O)CC2)C(=O)NC1. (2) Given the product [CH3:21][C:20]1[N:16]=[C:15]([CH2:14][C:10]2([CH2:9][OH:8])[CH2:11][CH2:12][CH2:13]2)[S:17][CH:19]=1, predict the reactants needed to synthesize it. The reactants are: C([O:8][CH2:9][C:10]1([CH2:14][C:15](=[S:17])[NH2:16])[CH2:13][CH2:12][CH2:11]1)C1C=CC=CC=1.Br[CH2:19][C:20](=O)[CH2:21]C(F)(F)F. (3) Given the product [NH2:14][CH2:13][C:12]1[C:7](=[O:6])[NH:8][C:9]([CH3:19])=[CH:10][C:11]=1[C:15]([F:16])([F:17])[F:18], predict the reactants needed to synthesize it. The reactants are: C([O-])(=O)C.[Na+].[OH:6][C:7]1[C:12]([C:13]#[N:14])=[C:11]([C:15]([F:18])([F:17])[F:16])[CH:10]=[C:9]([CH3:19])[N:8]=1. (4) Given the product [C:1]([N:4]1[C:13]2[C:8](=[CH:9][CH:10]=[CH:11][CH:12]=2)[C@H:7]([O:14][C:15]2[CH:16]=[CH:17][C:18]([NH:21][S:30]([CH3:29])(=[O:32])=[O:31])=[CH:19][CH:20]=2)[CH2:6][C@@H:5]1[CH3:22])(=[O:3])[CH3:2], predict the reactants needed to synthesize it. The reactants are: [C:1]([N:4]1[C:13]2[C:8](=[CH:9][CH:10]=[CH:11][CH:12]=2)[C@H:7]([O:14][C:15]2[CH:20]=[CH:19][C:18]([NH2:21])=[CH:17][CH:16]=2)[CH2:6][C@@H:5]1[CH3:22])(=[O:3])[CH3:2].N1C=CC=CC=1.[CH3:29][S:30](Cl)(=[O:32])=[O:31]. (5) Given the product [C:1]([O:5][C:6]([NH:8][C:9]([NH:18][C@@H:19]1[CH2:24][CH2:23][CH2:22][CH2:21][C@@H:20]1[NH:25][C:26]1[C:35]2[C:30](=[CH:31][CH:32]=[C:33]([CH3:36])[CH:34]=2)[N:29]=[C:28]([C:37]([NH:44][CH2:40][CH:41]([CH3:43])[CH3:42])=[O:38])[N:27]=1)=[N:10][C:11]([O:13][C:14]([CH3:15])([CH3:17])[CH3:16])=[O:12])=[O:7])([CH3:2])([CH3:4])[CH3:3], predict the reactants needed to synthesize it. The reactants are: [C:1]([O:5][C:6]([NH:8][C:9]([NH:18][C@@H:19]1[CH2:24][CH2:23][CH2:22][CH2:21][C@@H:20]1[NH:25][C:26]1[C:35]2[C:30](=[CH:31][CH:32]=[C:33]([CH3:36])[CH:34]=2)[N:29]=[C:28]([C:37](O)=[O:38])[N:27]=1)=[N:10][C:11]([O:13][C:14]([CH3:17])([CH3:16])[CH3:15])=[O:12])=[O:7])([CH3:4])([CH3:3])[CH3:2].[CH2:40]([NH2:44])[CH:41]([CH3:43])[CH3:42].Cl.CN(C)CCCN=C=NCC.ON1C2C=CC=CC=2N=N1. (6) Given the product [CH3:1][C:2]1[N:7]=[CH:6][C:5]([CH2:8][O:9][S:18]([CH3:17])(=[O:20])=[O:19])=[CH:4][CH:3]=1, predict the reactants needed to synthesize it. The reactants are: [CH3:1][C:2]1[N:7]=[CH:6][C:5]([CH2:8][OH:9])=[CH:4][CH:3]=1.C(N(CC)CC)C.[CH3:17][S:18](Cl)(=[O:20])=[O:19]. (7) Given the product [CH2:1]([O:3][C:4]([C:6]1[C:11]([CH3:12])=[N:10][C:9]([NH:13][CH2:14][CH2:15][CH2:16][C:17]2[CH:22]=[C:21]([O:23][CH3:24])[CH:20]=[CH:19][C:18]=2[F:25])=[N:8][C:7]=1[CH3:26])=[O:5])[CH3:2], predict the reactants needed to synthesize it. The reactants are: [CH2:1]([O:3][C:4]([C:6]1[C:7]([CH3:26])=[N:8][C:9]([NH:13][CH2:14]/[CH:15]=[CH:16]/[C:17]2[CH:22]=[C:21]([O:23][CH3:24])[CH:20]=[CH:19][C:18]=2[F:25])=[N:10][C:11]=1[CH3:12])=[O:5])[CH3:2].